From a dataset of CYP1A2 inhibition data for predicting drug metabolism from PubChem BioAssay. Regression/Classification. Given a drug SMILES string, predict its absorption, distribution, metabolism, or excretion properties. Task type varies by dataset: regression for continuous measurements (e.g., permeability, clearance, half-life) or binary classification for categorical outcomes (e.g., BBB penetration, CYP inhibition). Dataset: cyp1a2_veith. (1) The compound is C/C(=N\N1CCN(C2c3ccccc3-c3ccccc32)CC1)c1cccnc1. The result is 1 (inhibitor). (2) The drug is Cn1cc(C(=O)c2ccc(Cl)cc2Cl)cc1C(=O)O. The result is 0 (non-inhibitor).